This data is from Catalyst prediction with 721,799 reactions and 888 catalyst types from USPTO. The task is: Predict which catalyst facilitates the given reaction. (1) Reactant: [I:1][C:2]1[CH:3]=[C:4]2[C:8](=[CH:9][CH:10]=1)[NH:7][N:6]=[CH:5]2.[CH:11](Br)([CH3:13])[CH3:12].[CH3:15][C:16]([O-])(C)[CH3:17].[K+].C(OCC)(=O)C. Product: [I:1][C:2]1[CH:3]=[C:4]2[C:8](=[CH:9][CH:10]=1)[N:7]([CH:11]([CH3:13])[CH3:12])[N:6]=[CH:5]2.[I:1][C:2]1[CH:10]=[CH:9][C:8]2[C:4](=[CH:5][N:6]([CH:16]([CH3:17])[CH3:15])[N:7]=2)[CH:3]=1. The catalyst class is: 3. (2) The catalyst class is: 1. Product: [F:1][C:2]1[CH:3]=[C:4]([NH:10][C:12]2[C:17]([C:18]3[N:23]=[C:22]([CH3:24])[N:21]=[C:20]([N:25]([CH2:26][C:27]4[CH:28]=[CH:29][C:30]([O:33][CH3:34])=[CH:31][CH:32]=4)[CH2:35][C:36]4[CH:41]=[CH:40][C:39]([O:42][CH3:43])=[CH:38][CH:37]=4)[N:19]=3)=[CH:16][C:15]([CH2:44][N:45]3[CH2:50][CH2:49][N:48]([S:51]([CH3:54])(=[O:52])=[O:53])[CH2:47][C@@H:46]3[CH3:55])=[CH:14][N:13]=2)[CH:5]=[N:6][C:7]=1[O:8][CH3:9]. Reactant: [F:1][C:2]1[CH:3]=[C:4]([NH2:10])[CH:5]=[N:6][C:7]=1[O:8][CH3:9].F[C:12]1[C:17]([C:18]2[N:23]=[C:22]([CH3:24])[N:21]=[C:20]([N:25]([CH2:35][C:36]3[CH:41]=[CH:40][C:39]([O:42][CH3:43])=[CH:38][CH:37]=3)[CH2:26][C:27]3[CH:32]=[CH:31][C:30]([O:33][CH3:34])=[CH:29][CH:28]=3)[N:19]=2)=[CH:16][C:15]([CH2:44][N:45]2[CH2:50][CH2:49][N:48]([S:51]([CH3:54])(=[O:53])=[O:52])[CH2:47][C@@H:46]2[CH3:55])=[CH:14][N:13]=1.[Li+].C[Si]([N-][Si](C)(C)C)(C)C. (3) Reactant: C([O:3][C:4]([CH:6]1[CH2:10][CH2:9][S:8](=[O:12])(=[O:11])[NH:7]1)=[O:5])C.O.[OH-].[Li+].O. Product: [O:11]=[S:8]1(=[O:12])[CH2:9][CH2:10][CH:6]([C:4]([OH:5])=[O:3])[NH:7]1. The catalyst class is: 7.